From a dataset of Full USPTO retrosynthesis dataset with 1.9M reactions from patents (1976-2016). Predict the reactants needed to synthesize the given product. (1) Given the product [Br:1][C:2]1[N:7]=[CH:6][C:5]2[N:8]=[C:9]([C:14]([OH:17])=[O:15])[N:10]([CH:11]([CH3:12])[CH3:13])[C:4]=2[CH:3]=1, predict the reactants needed to synthesize it. The reactants are: [Br:1][C:2]1[N:7]=[CH:6][C:5]2[N:8]=[C:9]([CH2:14][OH:15])[N:10]([CH:11]([CH3:13])[CH3:12])[C:4]=2[CH:3]=1.[Mn]([O-])(=O)(=O)=[O:17].[K+].CC(C)=O. (2) Given the product [ClH:1].[Cl:1][C:2]1[CH:7]=[CH:6][CH:5]=[CH:4][C:3]=1[N:8]1[C:12]([CH2:13][CH2:14][CH2:15][CH2:16][O:17][CH3:18])=[C:11]([C:19]([N:21]([CH2:43][CH:44]([CH3:46])[CH3:45])[C@H:22]2[CH2:27][C@@H:26]([C:28]([N:30]3[CH2:35][CH2:34][O:33][CH2:32][CH2:31]3)=[O:29])[CH2:25][NH:24][CH2:23]2)=[O:20])[N:10]=[N:9]1, predict the reactants needed to synthesize it. The reactants are: [Cl:1][C:2]1[CH:7]=[CH:6][CH:5]=[CH:4][C:3]=1[N:8]1[C:12]([CH2:13][CH2:14][CH2:15][CH2:16][O:17][CH3:18])=[C:11]([C:19]([N:21]([CH2:43][CH:44]([CH3:46])[CH3:45])[C@H:22]2[CH2:27][C@@H:26]([C:28]([N:30]3[CH2:35][CH2:34][O:33][CH2:32][CH2:31]3)=[O:29])[CH2:25][N:24](C(OC(C)(C)C)=O)[CH2:23]2)=[O:20])[N:10]=[N:9]1.C(OCC)(=O)C.Cl. (3) Given the product [CH3:6][O:7][C:8]1[CH:9]=[C:10]([CH:21]=[CH:22][C:23]=1[NH2:24])[C:11]([O:13][CH2:14][C:15]1[CH:20]=[CH:19][CH:18]=[CH:17][CH:16]=1)=[O:12], predict the reactants needed to synthesize it. The reactants are: O.O.[Sn](Cl)Cl.[CH3:6][O:7][C:8]1[CH:9]=[C:10]([CH:21]=[CH:22][C:23]=1[N+:24]([O-])=O)[C:11]([O:13][CH2:14][C:15]1[CH:20]=[CH:19][CH:18]=[CH:17][CH:16]=1)=[O:12]. (4) Given the product [CH2:1]([O:8][C:9]1[CH:15]=[C:14]([Br:16])[CH:13]=[C:12]([N+:17]([O-:19])=[O:18])[C:10]=1[NH:11][C:22](=[O:23])[C:21]([F:32])([F:31])[F:20])[C:2]1[CH:7]=[CH:6][CH:5]=[CH:4][CH:3]=1, predict the reactants needed to synthesize it. The reactants are: [CH2:1]([O:8][C:9]1[CH:15]=[C:14]([Br:16])[CH:13]=[C:12]([N+:17]([O-:19])=[O:18])[C:10]=1[NH2:11])[C:2]1[CH:7]=[CH:6][CH:5]=[CH:4][CH:3]=1.[F:20][C:21]([F:32])([F:31])[C:22](O[C:22](=[O:23])[C:21]([F:32])([F:31])[F:20])=[O:23].